Task: Regression. Given two drug SMILES strings and cell line genomic features, predict the synergy score measuring deviation from expected non-interaction effect.. Dataset: NCI-60 drug combinations with 297,098 pairs across 59 cell lines (1) Drug 1: CN1CCC(CC1)COC2=C(C=C3C(=C2)N=CN=C3NC4=C(C=C(C=C4)Br)F)OC. Drug 2: C1CCC(C(C1)N)N.C(=O)(C(=O)[O-])[O-].[Pt+4]. Cell line: HCC-2998. Synergy scores: CSS=28.9, Synergy_ZIP=-1.95, Synergy_Bliss=1.67, Synergy_Loewe=-3.37, Synergy_HSA=2.59. (2) Drug 1: CC1OCC2C(O1)C(C(C(O2)OC3C4COC(=O)C4C(C5=CC6=C(C=C35)OCO6)C7=CC(=C(C(=C7)OC)O)OC)O)O. Drug 2: CC1=C(C(CCC1)(C)C)C=CC(=CC=CC(=CC(=O)O)C)C. Cell line: SK-MEL-28. Synergy scores: CSS=10.9, Synergy_ZIP=3.39, Synergy_Bliss=4.89, Synergy_Loewe=-6.79, Synergy_HSA=1.97. (3) Drug 1: CC1=C(C=C(C=C1)NC2=NC=CC(=N2)N(C)C3=CC4=NN(C(=C4C=C3)C)C)S(=O)(=O)N.Cl. Drug 2: COC1=C2C(=CC3=C1OC=C3)C=CC(=O)O2. Cell line: UO-31. Synergy scores: CSS=1.02, Synergy_ZIP=-0.813, Synergy_Bliss=-0.242, Synergy_Loewe=-2.51, Synergy_HSA=-1.77. (4) Drug 1: C1CN1P(=S)(N2CC2)N3CC3. Drug 2: CCN(CC)CCNC(=O)C1=C(NC(=C1C)C=C2C3=C(C=CC(=C3)F)NC2=O)C. Cell line: MCF7. Synergy scores: CSS=1.20, Synergy_ZIP=0.266, Synergy_Bliss=1.52, Synergy_Loewe=0.763, Synergy_HSA=1.05. (5) Synergy scores: CSS=-2.77, Synergy_ZIP=3.84, Synergy_Bliss=5.43, Synergy_Loewe=4.87, Synergy_HSA=0.828. Cell line: KM12. Drug 1: CN1CCC(CC1)COC2=C(C=C3C(=C2)N=CN=C3NC4=C(C=C(C=C4)Br)F)OC. Drug 2: CCCS(=O)(=O)NC1=C(C(=C(C=C1)F)C(=O)C2=CNC3=C2C=C(C=N3)C4=CC=C(C=C4)Cl)F. (6) Cell line: HT29. Drug 2: CCCS(=O)(=O)NC1=C(C(=C(C=C1)F)C(=O)C2=CNC3=C2C=C(C=N3)C4=CC=C(C=C4)Cl)F. Synergy scores: CSS=70.9, Synergy_ZIP=-1.22, Synergy_Bliss=-2.18, Synergy_Loewe=-0.237, Synergy_HSA=2.53. Drug 1: CC1=C2C(C(=O)C3(C(CC4C(C3C(C(C2(C)C)(CC1OC(=O)C(C(C5=CC=CC=C5)NC(=O)OC(C)(C)C)O)O)OC(=O)C6=CC=CC=C6)(CO4)OC(=O)C)OC)C)OC. (7) Drug 1: C1=CC(=C2C(=C1NCCNCCO)C(=O)C3=C(C=CC(=C3C2=O)O)O)NCCNCCO. Drug 2: CC1=C2C(C(=O)C3(C(CC4C(C3C(C(C2(C)C)(CC1OC(=O)C(C(C5=CC=CC=C5)NC(=O)C6=CC=CC=C6)O)O)OC(=O)C7=CC=CC=C7)(CO4)OC(=O)C)O)C)OC(=O)C. Cell line: SK-MEL-28. Synergy scores: CSS=48.5, Synergy_ZIP=1.99, Synergy_Bliss=2.89, Synergy_Loewe=4.43, Synergy_HSA=7.43. (8) Drug 1: COC1=CC(=CC(=C1O)OC)C2C3C(COC3=O)C(C4=CC5=C(C=C24)OCO5)OC6C(C(C7C(O6)COC(O7)C8=CC=CS8)O)O. Drug 2: C1=CC(=CC=C1CC(C(=O)O)N)N(CCCl)CCCl.Cl. Synergy scores: CSS=73.9, Synergy_ZIP=4.71, Synergy_Bliss=5.04, Synergy_Loewe=1.72, Synergy_HSA=7.72. Cell line: ACHN. (9) Drug 1: C1CC(=O)NC(=O)C1N2CC3=C(C2=O)C=CC=C3N. Drug 2: C1=CC(=CC=C1CCC2=CNC3=C2C(=O)NC(=N3)N)C(=O)NC(CCC(=O)O)C(=O)O. Cell line: MDA-MB-231. Synergy scores: CSS=5.19, Synergy_ZIP=-5.45, Synergy_Bliss=-0.0822, Synergy_Loewe=1.46, Synergy_HSA=1.66. (10) Drug 1: CN(CC1=CN=C2C(=N1)C(=NC(=N2)N)N)C3=CC=C(C=C3)C(=O)NC(CCC(=O)O)C(=O)O. Drug 2: C1CN1P(=S)(N2CC2)N3CC3. Cell line: UACC-257. Synergy scores: CSS=42.5, Synergy_ZIP=-1.22, Synergy_Bliss=-2.22, Synergy_Loewe=-37.9, Synergy_HSA=-1.30.